From a dataset of Full USPTO retrosynthesis dataset with 1.9M reactions from patents (1976-2016). Predict the reactants needed to synthesize the given product. (1) Given the product [NH:1]1[C:9]2[C:4](=[CH:5][CH:6]=[CH:7][CH:8]=2)[C:3]([C:10]([Cl:15])=[O:12])=[CH:2]1, predict the reactants needed to synthesize it. The reactants are: [NH:1]1[C:9]2[C:4](=[CH:5][CH:6]=[CH:7][CH:8]=2)[C:3]([C:10]([OH:12])=O)=[CH:2]1.O=S(Cl)[Cl:15]. (2) Given the product [C:1]1([CH:7]2[CH2:8][CH2:9][N:10]([CH2:26][C@@H:21]3[CH2:22][CH2:23][CH2:24][CH2:25][C@H:20]3[NH:19][C:18](=[O:28])[O:17][C:13]([CH3:16])([CH3:15])[CH3:14])[CH2:11][CH2:12]2)[CH:6]=[CH:5][CH:4]=[CH:3][CH:2]=1, predict the reactants needed to synthesize it. The reactants are: [C:1]1([CH:7]2[CH2:12][CH2:11][NH:10][CH2:9][CH2:8]2)[CH:6]=[CH:5][CH:4]=[CH:3][CH:2]=1.[C:13]([O:17][C:18](=[O:28])[NH:19][C@@H:20]1[CH2:25][CH2:24][CH2:23][CH2:22][C@H:21]1[CH:26]=O)([CH3:16])([CH3:15])[CH3:14].C(O[BH-](OC(=O)C)OC(=O)C)(=O)C.[Na+].[OH-].[Na+]. (3) The reactants are: [H-].[H-].[H-].[H-].[Li+].[Al+3].[Cl:7][C:8]1[CH:9]=[C:10]([CH2:14][C:15](N(OC)C)=[O:16])[CH:11]=[CH:12][CH:13]=1.OS([O-])(=O)=O.[K+]. Given the product [Cl:7][C:8]1[CH:9]=[C:10]([CH2:14][CH:15]=[O:16])[CH:11]=[CH:12][CH:13]=1, predict the reactants needed to synthesize it. (4) Given the product [F:31][C:28]1[CH:27]=[CH:26][C:25]([O:24][CH2:23][C:20]2[CH:19]=[CH:18][C:17]([CH2:16][O:15][C:13]([NH:12][CH:4]([CH2:5][C:6]3[CH:7]=[CH:8][CH:9]=[CH:10][CH:11]=3)[C:3]([OH:32])=[O:2])=[O:14])=[CH:22][CH:21]=2)=[CH:30][CH:29]=1, predict the reactants needed to synthesize it. The reactants are: C[O:2][C:3](=[O:32])[CH:4]([NH:12][C:13]([O:15][CH2:16][C:17]1[CH:22]=[CH:21][C:20]([CH2:23][O:24][C:25]2[CH:30]=[CH:29][C:28]([F:31])=[CH:27][CH:26]=2)=[CH:19][CH:18]=1)=[O:14])[CH2:5][C:6]1[CH:11]=[CH:10][CH:9]=[CH:8][CH:7]=1.[Li+].[OH-].Cl. (5) Given the product [CH3:19][O:17][C:15](=[O:16])[CH2:14][CH2:13][C:12](=[O:18])[N:4]1[C:5]2[CH:10]=[CH:9][C:8]([OH:11])=[CH:7][C:6]=2[O:1][CH2:2][CH2:3]1, predict the reactants needed to synthesize it. The reactants are: [O:1]1[C:6]2[CH:7]=[C:8]([OH:11])[CH:9]=[CH:10][C:5]=2[NH:4][CH2:3][CH2:2]1.[C:12]1(=[O:18])[O:17][C:15](=[O:16])[CH2:14][CH2:13]1.[CH3:19]CN=C=NCCCN(C)C.Cl.Cl. (6) Given the product [CH2:1]([C:5]1[CH:6]=[CH:7][C:8]([C:11]#[C:12][C:13]2[CH:14]=[CH:15][C:16]([C:17]([N:65]([CH2:64][C:61]3[CH:62]=[CH:63][C:54]([F:53])=[C:55]([CH:60]=3)[C:56]([O:58][CH3:59])=[O:57])[CH2:66][CH2:67][CH2:68][CH2:69][CH2:70][CH3:71])=[O:19])=[CH:20][CH:21]=2)=[CH:9][CH:10]=1)[CH2:2][CH2:3][CH3:4], predict the reactants needed to synthesize it. The reactants are: [CH2:1]([C:5]1[CH:10]=[CH:9][C:8]([C:11]#[C:12][C:13]2[CH:21]=[CH:20][C:16]([C:17]([OH:19])=O)=[CH:15][CH:14]=2)=[CH:7][CH:6]=1)[CH2:2][CH2:3][CH3:4].C1C=CC2N(O)N=NC=2C=1.CCN=C=NCCCN(C)C.Cl.CCN(C(C)C)C(C)C.[F:53][C:54]1[CH:63]=[CH:62][C:61]([CH2:64][NH:65][CH2:66][CH2:67][CH2:68][CH2:69][CH2:70][CH3:71])=[CH:60][C:55]=1[C:56]([O:58][CH3:59])=[O:57].[OH-].[Na+]. (7) Given the product [C:1]([Si:5]([O:8]/[C:9](/[C:12]1[CH:17]=[CH:16][CH:15]=[C:14]([N+:19]([O-:21])=[O:20])[CH:13]=1)=[CH:10]\[CH3:11])([CH3:7])[CH3:6])([CH3:4])([CH3:3])[CH3:2], predict the reactants needed to synthesize it. The reactants are: [C:1]([Si:5]([O:8]/[C:9](/[C:12]1[CH:17]=[CH:16][CH:15]=[C:14](Cl)[CH:13]=1)=[CH:10]\[CH3:11])([CH3:7])[CH3:6])([CH3:4])([CH3:3])[CH3:2].[N+:19](CCC(C1C=CC=CC=1)=O)([O-:21])=[O:20].[Si](OS(C(F)(F)F)(=O)=O)(C(C)(C)C)(C)C.CCN(CC)CC. (8) Given the product [NH2:21][C:12]1[C:11]2[N:10]=[C:9]([CH2:22][O:23][CH2:24][CH3:25])[N:8]([CH2:7][CH2:6][CH2:5][CH2:4][N:3]([O:2][CH3:1])[C:37]([NH:36][CH:33]([CH3:35])[CH3:34])=[O:38])[C:20]=2[C:19]2[N:18]=[CH:17][CH:16]=[CH:15][C:14]=2[N:13]=1, predict the reactants needed to synthesize it. The reactants are: [CH3:1][O:2][NH:3][CH2:4][CH2:5][CH2:6][CH2:7][N:8]1[C:20]2[C:19]3[N:18]=[CH:17][CH:16]=[CH:15][C:14]=3[N:13]=[C:12]([NH2:21])[C:11]=2[N:10]=[C:9]1[CH2:22][O:23][CH2:24][CH3:25].C(N(CC)CC)C.[CH:33]([N:36]=[C:37]=[O:38])([CH3:35])[CH3:34]. (9) Given the product [CH2:1]([N:8]1[CH2:12][CH2:11][CH:10]([NH2:20])[CH2:9]1)[C:2]1[CH:7]=[CH:6][CH:5]=[CH:4][CH:3]=1, predict the reactants needed to synthesize it. The reactants are: [CH2:1]([N:8]1[CH2:12][CH2:11][C:10](=O)[CH2:9]1)[C:2]1[CH:7]=[CH:6][CH:5]=[CH:4][CH:3]=1.CC1[N:20]=CC(COP(O)(O)=O)=C(C=O)C=1O.P([O-])([O-])([O-])=O.[K+].[K+].[K+]. (10) Given the product [Cl:1][C:2]1[CH:3]=[CH:4][C:5]([OH:10])=[C:6]([C:7]2[N:8]=[C:9]([C:11]3[CH:16]=[C:15]([Cl:17])[CH:14]=[CH:13][C:12]=3[OH:18])[N:29]([CH2:28][C:27]3[CH:31]=[CH:32][C:24]([N:23]([CH3:33])[CH3:22])=[CH:25][CH:26]=3)[N:30]=2)[CH:20]=1, predict the reactants needed to synthesize it. The reactants are: [Cl:1][C:2]1[CH:3]=[CH:4][C:5]2[O:10][C:9]([C:11]3[CH:16]=[C:15]([Cl:17])[CH:14]=[CH:13][C:12]=3[OH:18])=[N:8][C:7](=O)[C:6]=2[CH:20]=1.Cl.[CH3:22][N:23]([CH3:33])[C:24]1[CH:32]=[CH:31][C:27]([CH2:28][NH:29][NH2:30])=[CH:26][CH:25]=1.C(N(CC)CC)C.